From a dataset of Full USPTO retrosynthesis dataset with 1.9M reactions from patents (1976-2016). Predict the reactants needed to synthesize the given product. (1) Given the product [NH2:26][C:24](=[O:25])[C:23](=[O:27])[CH:22]([NH:21][C:18]([C@H:5]1[CH2:4][CH2:3][C:2](=[O:1])[N:6]1[CH2:7][C:8]1[CH:13]=[CH:12][CH:11]=[CH:10][C:9]=1[C:14]([F:15])([F:16])[F:17])=[O:20])[CH2:28][C:29]1[CH:30]=[CH:31][CH:32]=[CH:33][CH:34]=1, predict the reactants needed to synthesize it. The reactants are: [O:1]=[C:2]1[N:6]([CH2:7][C:8]2[CH:13]=[CH:12][CH:11]=[CH:10][C:9]=2[C:14]([F:17])([F:16])[F:15])[C@@H:5]([C:18]([OH:20])=O)[CH2:4][CH2:3]1.[NH2:21][CH:22]([CH2:28][C:29]1[CH:34]=[CH:33][CH:32]=[CH:31][CH:30]=1)[CH:23]([OH:27])[C:24]([NH2:26])=[O:25].O[NH-].O=[N-]. (2) Given the product [C:47]1([P:40](=[O:16])([C:34]2[CH:35]=[CH:36][CH:37]=[CH:38][CH:39]=2)[C:41]2[CH:46]=[CH:45][CH:44]=[CH:43][CH:42]=2)[CH:48]=[CH:49][CH:50]=[CH:51][CH:52]=1, predict the reactants needed to synthesize it. The reactants are: ClC1N=CN=C2C=1N=CN2[C@H]1[C@@H]2[O:16]C(C)(C)O[C@@H]2[C@@H](CO)C1.C(NS(=O)=O)(OC(C)(C)C)=O.[C:34]1([P:40]([C:47]2[CH:52]=[CH:51][CH:50]=[CH:49][CH:48]=2)[C:41]2[CH:46]=[CH:45][CH:44]=[CH:43][CH:42]=2)[CH:39]=[CH:38][CH:37]=[CH:36][CH:35]=1.N(C(OC(C)C)=O)=NC(OC(C)C)=O. (3) Given the product [F:12][C:13]1[CH:21]=[CH:20][C:16]([C:9]([NH:8][CH3:7])=[O:10])=[CH:15][C:14]=1[N+:22]([O-:24])=[O:23], predict the reactants needed to synthesize it. The reactants are: C(Cl)(=O)C(Cl)=O.[CH3:7][N:8](C)[CH:9]=[O:10].[F:12][C:13]1[CH:21]=[CH:20][C:16](C(O)=O)=[CH:15][C:14]=1[N+:22]([O-:24])=[O:23].CN. (4) Given the product [NH2:8][CH2:9][C@H:10]([NH:15][C:16](=[O:47])[C:17]1[CH:22]=[CH:21][C:20]([NH:23][C:24]2[N:29]=[C:28]([NH:30][C:31]3([C:34]4[CH:35]=[CH:36][C:37]([Cl:40])=[CH:38][CH:39]=4)[CH2:32][CH2:33]3)[N:27]=[C:26]([O:41][CH2:42][C:43]([F:46])([F:45])[F:44])[N:25]=2)=[CH:19][CH:18]=1)[C:11]([O:13][CH3:14])=[O:12], predict the reactants needed to synthesize it. The reactants are: C(OC([NH:8][CH2:9][C@H:10]([NH:15][C:16](=[O:47])[C:17]1[CH:22]=[CH:21][C:20]([NH:23][C:24]2[N:29]=[C:28]([NH:30][C:31]3([C:34]4[CH:39]=[CH:38][C:37]([Cl:40])=[CH:36][CH:35]=4)[CH2:33][CH2:32]3)[N:27]=[C:26]([O:41][CH2:42][C:43]([F:46])([F:45])[F:44])[N:25]=2)=[CH:19][CH:18]=1)[C:11]([O:13][CH3:14])=[O:12])=O)(C)(C)C.C(O)(C(F)(F)F)=O. (5) Given the product [O:1]1[CH2:6][CH2:5][CH2:4][O:3][CH:2]1[C:7]1[C:16]([CH3:17])=[CH:15][C:10]([CH2:11][OH:12])=[C:9]([CH3:18])[C:8]=1[CH3:19], predict the reactants needed to synthesize it. The reactants are: [O:1]1[CH2:6][CH2:5][CH2:4][O:3][CH:2]1[C:7]1[C:16]([CH3:17])=[CH:15][C:10]([C:11](OC)=[O:12])=[C:9]([CH3:18])[C:8]=1[CH3:19].[H-].[Al+3].[Li+].[H-].[H-].[H-].O.[OH-].[Na+]. (6) Given the product [Si:1]([O:17][CH2:16][C:15]1[CH:14]=[C:13]([O:12][CH2:11][O:10][CH3:9])[CH:20]=[C:19]([O:21][CH2:22][O:23][CH3:24])[CH:18]=1)([C:4]([CH3:7])([CH3:6])[CH3:5])([CH3:3])[CH3:2], predict the reactants needed to synthesize it. The reactants are: [Si:1](Cl)([C:4]([CH3:7])([CH3:6])[CH3:5])([CH3:3])[CH3:2].[CH3:9][O:10][CH2:11][O:12][C:13]1[CH:14]=[C:15]([CH:18]=[C:19]([O:21][CH2:22][O:23][CH3:24])[CH:20]=1)[CH2:16][OH:17].N1C=CN=C1.Cl. (7) Given the product [F:1][C:2]1[CH:7]=[CH:6][C:5]([C:14]2[CH:15]=[CH:16][C:11]([C:9]#[N:10])=[CH:12][CH:13]=2)=[CH:4][N:3]=1, predict the reactants needed to synthesize it. The reactants are: [F:1][C:2]1[CH:7]=[CH:6][C:5](Br)=[CH:4][N:3]=1.[C:9]([C:11]1[CH:16]=[CH:15][C:14](B(O)O)=[CH:13][CH:12]=1)#[N:10]. (8) Given the product [N:24]1[C:25]([NH:29][CH:38]([C:40]2[O:41][C:42](=[O:56])[C:43]3[C:48]([C:49]=2[C:50]2[CH2:51][CH2:52][O:53][CH2:54][CH:55]=2)=[CH:47][CH:46]=[CH:45][CH:44]=3)[CH3:39])=[C:26]2[C:21]([NH:20][CH:28]=[N:27]2)=[N:22][CH:23]=1, predict the reactants needed to synthesize it. The reactants are: C([N:20]1[CH:28]=[N:27][C:26]2[C:21]1=[N:22][CH:23]=[N:24][C:25]=2[NH:29]C(=O)OC(C)(C)C)(C1C=CC=CC=1)(C1C=CC=CC=1)C1C=CC=CC=1.Br[CH:38]([C:40]1[O:41][C:42](=[O:56])[C:43]2[C:48]([C:49]=1[C:50]1[CH2:51][CH2:52][O:53][CH2:54][CH:55]=1)=[CH:47][CH:46]=[CH:45][CH:44]=2)[CH3:39].[H-].[Na+]. (9) Given the product [F:1][C:2]1[CH:3]=[C:4]2[C:5](=[CH:22][C:23]=1[N+:24]([O-:26])=[O:25])[C:6](=[O:7])[N:8]([CH:9]1[CH2:14][CH2:13][N:12]([C:15]([O:17][C:18]([CH3:20])([CH3:19])[CH3:21])=[O:16])[CH2:11][CH2:10]1)[CH2:27]2, predict the reactants needed to synthesize it. The reactants are: [F:1][C:2]1[C:23]([N+:24]([O-:26])=[O:25])=[CH:22][C:5]([C:6]([NH:8][CH:9]2[CH2:14][CH2:13][N:12]([C:15]([O:17][C:18]([CH3:21])([CH3:20])[CH3:19])=[O:16])[CH2:11][CH2:10]2)=[O:7])=[C:4]([CH:27]=C)[CH:3]=1.O=[O+][O-].C(O)(C(F)(F)F)=O.C([SiH](CC)CC)C.C([O-])(O)=O.[Na+].CC(OC(OC(OC(C)(C)C)=O)=O)(C)C. (10) The reactants are: [N-:1]=[N+]=[N-].[Na+].Br[CH2:6][C:7]1[N:12]=[C:11]([C:13]#[N:14])[CH:10]=[CH:9][CH:8]=1. Given the product [NH2:1][CH2:6][C:7]1[N:12]=[C:11]([C:13]#[N:14])[CH:10]=[CH:9][CH:8]=1, predict the reactants needed to synthesize it.